Dataset: hERG potassium channel inhibition data for cardiac toxicity prediction from Karim et al.. Task: Regression/Classification. Given a drug SMILES string, predict its toxicity properties. Task type varies by dataset: regression for continuous values (e.g., LD50, hERG inhibition percentage) or binary classification for toxic/non-toxic outcomes (e.g., AMES mutagenicity, cardiotoxicity, hepatotoxicity). Dataset: herg_karim. (1) The drug is CC#Cc1cncc(-c2cc(C3(C4CC4)N=C(C)C(N)=N3)ccc2O)c1. The result is 0 (non-blocker). (2) The drug is CNc1nc(Nc2ccc(C(=O)N3CCOCC3)cc2OC)ncc1Cl. The result is 0 (non-blocker). (3) The result is 0 (non-blocker). The compound is N#Cc1ccc(S(=O)(=O)NCCN2CC3CN(CCOc4ccccc4F)CC(C2)O3)cc1. (4) The drug is O=C1O[C@]2(CC[C@H](c3nc4ccc(OC(F)(F)F)cc4[nH]3)CC2)CN1c1ccccc1F. The result is 1 (blocker). (5) The compound is Cc1ccc2c(N3CCN(CCc4c(C)ccc5c4ccc(=O)n5C)[C@@H](C)C3)cccc2n1. The result is 1 (blocker). (6) The result is 0 (non-blocker). The compound is CCN/C(=N\S(=O)(=O)c1cccc(Cl)c1)N1CC(CC)C=N1.